This data is from Reaction yield outcomes from USPTO patents with 853,638 reactions. The task is: Predict the reaction yield, written as a fraction of the theoretical maximum amount of product (1.0 means a 100% yield; for example, 0.34 means a 34% yield). (1) The reactants are [Cl:1][C:2]1[CH:15]=[C:14]([F:16])[CH:13]=[CH:12][C:3]=1[CH2:4][NH:5][C:6]1[S:7][CH2:8][C:9](=[O:11])[N:10]=1.[N:17]1[C:26]2[C:21](=[N:22][C:23]([CH:27]=O)=[CH:24][CH:25]=2)[CH:20]=[CH:19][CH:18]=1.C(O)(=O)C1C=CC=CC=1.N1CCCCC1. The catalyst is C1(C)C=CC=CC=1. The product is [Cl:1][C:2]1[CH:15]=[C:14]([F:16])[CH:13]=[CH:12][C:3]=1[CH2:4][NH:5][C:6]1[S:7][C:8](=[CH:27][C:23]2[CH:24]=[CH:25][C:26]3[C:21](=[CH:20][CH:19]=[CH:18][N:17]=3)[N:22]=2)[C:9](=[O:11])[N:10]=1. The yield is 0.478. (2) The reactants are [N:1]([C:4]1[CH:9]=[CH:8][CH:7]=[C:6]([Cl:10])[CH:5]=1)=[N+:2]=[N-:3].[CH2:11]([OH:14])[C:12]#[CH:13].O=C1O[C@H]([C@H](CO)O)C([O-])=C1O.[Na+]. The catalyst is C(O)(C)(C)C.O.CCOC(C)=O.O.O.O.O.O.S([O-])([O-])(=O)=O.[Cu+2]. The product is [Cl:10][C:6]1[CH:5]=[C:4]([N:1]2[CH:13]=[C:12]([CH2:11][OH:14])[N:3]=[N:2]2)[CH:9]=[CH:8][CH:7]=1. The yield is 0.420. (3) The reactants are C(NC(C)C)(C)C.C([Li])CCC.[CH3:13][O:14][C:15](=[O:25])[CH2:16][C:17]1[CH:22]=[CH:21][C:20]([Cl:23])=[C:19]([Cl:24])[CH:18]=1.I[CH2:27][CH:28]1[CH2:32][CH2:31][CH2:30][O:29]1. The catalyst is O1CCCC1.CN1CCCN(C)C1=O. The product is [CH3:13][O:14][C:15](=[O:25])[CH:16]([C:17]1[CH:22]=[CH:21][C:20]([Cl:23])=[C:19]([Cl:24])[CH:18]=1)[CH2:27][CH:28]1[CH2:32][CH2:31][CH2:30][O:29]1. The yield is 0.440.